From a dataset of Cav3 T-type calcium channel HTS with 100,875 compounds. Binary Classification. Given a drug SMILES string, predict its activity (active/inactive) in a high-throughput screening assay against a specified biological target. (1) The molecule is S(c1nc(NCc2cc(OC)c(OC)cc2)[nH]n1)C. The result is 0 (inactive). (2) The molecule is O=C1N(C(=O)C2C1C(NC2c1occc1)(C)C(OC)=O)c1ccc(cc1)C. The result is 0 (inactive). (3) The result is 0 (inactive). The compound is Clc1c(CN2CCC(n3nnc4c3ccc(F)c4)CC2)c(Cl)ccc1. (4) The drug is Clc1ccc(SCc2noc(c2C(O)=O)C(=O)NCCCC)cc1. The result is 0 (inactive).